From a dataset of NCI-60 drug combinations with 297,098 pairs across 59 cell lines. Regression. Given two drug SMILES strings and cell line genomic features, predict the synergy score measuring deviation from expected non-interaction effect. (1) Drug 1: CC1C(C(CC(O1)OC2CC(CC3=C2C(=C4C(=C3O)C(=O)C5=C(C4=O)C(=CC=C5)OC)O)(C(=O)C)O)N)O.Cl. Drug 2: C#CCC(CC1=CN=C2C(=N1)C(=NC(=N2)N)N)C3=CC=C(C=C3)C(=O)NC(CCC(=O)O)C(=O)O. Cell line: MCF7. Synergy scores: CSS=10.9, Synergy_ZIP=-8.36, Synergy_Bliss=-4.87, Synergy_Loewe=-4.96, Synergy_HSA=-5.33. (2) Drug 1: CN(C)C1=NC(=NC(=N1)N(C)C)N(C)C. Drug 2: CCC(=C(C1=CC=CC=C1)C2=CC=C(C=C2)OCCN(C)C)C3=CC=CC=C3.C(C(=O)O)C(CC(=O)O)(C(=O)O)O. Cell line: TK-10. Synergy scores: CSS=-0.802, Synergy_ZIP=1.88, Synergy_Bliss=3.43, Synergy_Loewe=-1.31, Synergy_HSA=-1.07.